This data is from Tyrosyl-DNA phosphodiesterase HTS with 341,365 compounds. The task is: Binary Classification. Given a drug SMILES string, predict its activity (active/inactive) in a high-throughput screening assay against a specified biological target. (1) The compound is Clc1ccc(NC(=O)Nc2nccnc2)cc1. The result is 0 (inactive). (2) The drug is O=C(NC(CC)(C)C)CCn1c(c(cc1c1ccccc1)C(=O)C)C. The result is 0 (inactive). (3) The drug is O=C(NCCN1CCCCCC1)Cn1c(ccc1)C(=O)c1ccccc1. The result is 0 (inactive).